From a dataset of NCI-60 drug combinations with 297,098 pairs across 59 cell lines. Regression. Given two drug SMILES strings and cell line genomic features, predict the synergy score measuring deviation from expected non-interaction effect. (1) Drug 1: COC1=CC(=CC(=C1O)OC)C2C3C(COC3=O)C(C4=CC5=C(C=C24)OCO5)OC6C(C(C7C(O6)COC(O7)C8=CC=CS8)O)O. Drug 2: CCC1(C2=C(COC1=O)C(=O)N3CC4=CC5=C(C=CC(=C5CN(C)C)O)N=C4C3=C2)O.Cl. Cell line: HCT-15. Synergy scores: CSS=59.7, Synergy_ZIP=-6.40, Synergy_Bliss=-2.22, Synergy_Loewe=-1.18, Synergy_HSA=-0.690. (2) Drug 1: C1CCC(CC1)NC(=O)N(CCCl)N=O. Drug 2: CNC(=O)C1=NC=CC(=C1)OC2=CC=C(C=C2)NC(=O)NC3=CC(=C(C=C3)Cl)C(F)(F)F. Cell line: SW-620. Synergy scores: CSS=19.2, Synergy_ZIP=-6.12, Synergy_Bliss=0.978, Synergy_Loewe=-2.42, Synergy_HSA=-1.28. (3) Drug 1: COC1=NC(=NC2=C1N=CN2C3C(C(C(O3)CO)O)O)N. Drug 2: CC1CCCC2(C(O2)CC(NC(=O)CC(C(C(=O)C(C1O)C)(C)C)O)C(=CC3=CSC(=N3)C)C)C. Cell line: UACC62. Synergy scores: CSS=38.2, Synergy_ZIP=0.571, Synergy_Bliss=-2.57, Synergy_Loewe=-30.3, Synergy_HSA=-1.68. (4) Drug 1: CC1=CC2C(CCC3(C2CCC3(C(=O)C)OC(=O)C)C)C4(C1=CC(=O)CC4)C. Drug 2: CC1=C(C(=O)C2=C(C1=O)N3CC4C(C3(C2COC(=O)N)OC)N4)N. Cell line: SR. Synergy scores: CSS=54.8, Synergy_ZIP=-0.452, Synergy_Bliss=-1.70, Synergy_Loewe=-31.9, Synergy_HSA=-1.75. (5) Drug 1: C1=CC(=CC=C1CCC2=CNC3=C2C(=O)NC(=N3)N)C(=O)NC(CCC(=O)O)C(=O)O. Drug 2: CCCCC(=O)OCC(=O)C1(CC(C2=C(C1)C(=C3C(=C2O)C(=O)C4=C(C3=O)C=CC=C4OC)O)OC5CC(C(C(O5)C)O)NC(=O)C(F)(F)F)O. Cell line: PC-3. Synergy scores: CSS=22.4, Synergy_ZIP=-2.34, Synergy_Bliss=-7.82, Synergy_Loewe=-15.3, Synergy_HSA=-6.29. (6) Drug 1: C1=NC(=NC(=O)N1C2C(C(C(O2)CO)O)O)N. Drug 2: B(C(CC(C)C)NC(=O)C(CC1=CC=CC=C1)NC(=O)C2=NC=CN=C2)(O)O. Cell line: NCI-H322M. Synergy scores: CSS=26.7, Synergy_ZIP=-12.8, Synergy_Bliss=-10.1, Synergy_Loewe=-15.3, Synergy_HSA=-7.89. (7) Drug 1: CCCS(=O)(=O)NC1=C(C(=C(C=C1)F)C(=O)C2=CNC3=C2C=C(C=N3)C4=CC=C(C=C4)Cl)F. Synergy scores: CSS=-0.463, Synergy_ZIP=-0.578, Synergy_Bliss=-0.906, Synergy_Loewe=-2.88, Synergy_HSA=-2.72. Drug 2: CC(C)CN1C=NC2=C1C3=CC=CC=C3N=C2N. Cell line: U251.